Dataset: Reaction yield outcomes from USPTO patents with 853,638 reactions. Task: Predict the reaction yield, written as a fraction of the theoretical maximum amount of product (1.0 means a 100% yield; for example, 0.34 means a 34% yield). (1) The yield is 0.790. The reactants are [CH3:1][O:2][C:3]1[C:8]([C:9]#[N:10])=[CH:7][CH:6]=[C:5]([C:11]([F:14])([F:13])[F:12])[N:4]=1. The catalyst is CO.[Pd]. The product is [CH3:1][O:2][C:3]1[C:8]([CH2:9][NH2:10])=[CH:7][CH:6]=[C:5]([C:11]([F:14])([F:12])[F:13])[N:4]=1. (2) The reactants are Br[CH2:2][C:3]([NH:5][C:6]1[CH:7]=[C:8]2[C:12](=[CH:13][CH:14]=1)[CH2:11][O:10][C:9]2=[C:15]1[C:23]2[C:18](=[CH:19][CH:20]=[C:21]([Cl:24])[CH:22]=2)[NH:17][C:16]1=[O:25])=[O:4].[OH2:26]. The catalyst is N1CCOCC1. The product is [Cl:24][C:21]1[CH:22]=[C:23]2[C:18](=[CH:19][CH:20]=1)[NH:17][C:16](=[O:25])[C:15]2=[C:9]1[C:8]2[C:12](=[CH:13][CH:14]=[C:6]([NH:5][C:3](=[O:4])[CH2:2][N:5]3[CH2:6][CH2:14][O:26][CH2:2][CH2:3]3)[CH:7]=2)[CH2:11][O:10]1. The yield is 0.940. (3) The reactants are C[Si](C)(C)CCOC[N:7]1[C:11]2[N:12]=[CH:13][N:14]=[C:15]([C:16]3[CH:17]=[N:18][N:19]([CH:21]4[CH2:26][CH2:25][CH2:24][CH:23]([CH2:27][C:28]#[N:29])[CH2:22]4)[CH:20]=3)[C:10]=2[CH:9]=[CH:8]1.[C:32]([OH:38])([C:34]([F:37])([F:36])[F:35])=[O:33].C(N)CN. The catalyst is C(Cl)Cl. The product is [F:35][C:34]([F:37])([F:36])[C:32]([OH:38])=[O:33].[N:12]1[C:11]2[NH:7][CH:8]=[CH:9][C:10]=2[C:15]([C:16]2[CH:17]=[N:18][N:19]([CH:21]3[CH2:26][CH2:25][CH2:24][CH:23]([CH2:27][C:28]#[N:29])[CH2:22]3)[CH:20]=2)=[N:14][CH:13]=1. The yield is 0.830.